Dataset: Full USPTO retrosynthesis dataset with 1.9M reactions from patents (1976-2016). Task: Predict the reactants needed to synthesize the given product. Given the product [CH3:7][N:8]1[CH:16]=[C:15]2[C:10]([CH:11]=[CH:12][CH:13]=[C:14]2[C@@H:17]2[CH2:19][C@H:18]2[CH2:20][NH2:21])=[N:9]1, predict the reactants needed to synthesize it. The reactants are: [H-].[Al+3].[Li+].[H-].[H-].[H-].[CH3:7][N:8]1[CH:16]=[C:15]2[C:10]([CH:11]=[CH:12][CH:13]=[C:14]2[C@@H:17]2[CH2:19][C@H:18]2[CH:20]=[N:21]O)=[N:9]1.O.O.O.O.O.O.O.O.O.O.S([O-])([O-])(=O)=O.[Na+].[Na+].